Dataset: Reaction yield outcomes from USPTO patents with 853,638 reactions. Task: Predict the reaction yield, written as a fraction of the theoretical maximum amount of product (1.0 means a 100% yield; for example, 0.34 means a 34% yield). (1) The reactants are [C:1]([O-:4])([O-])=O.[K+].[K+].[O:7]1[C:12]2[CH:13]=[CH:14][C:15](O)=[CH:16][C:11]=2[O:10][CH2:9][CH2:8]1.I[CH3:19]. The catalyst is [N+](CCCC)(CCCC)(CCCC)CCCC.[I-].CN(C=O)C. The product is [CH3:19][CH:9]1[O:10][C:11]2[CH:16]=[CH:15][C:14]([O:4][CH3:1])=[CH:13][C:12]=2[O:7][CH2:8]1. The yield is 0.850. (2) The reactants are Cl[C:2]1[CH:7]=[CH:6][C:5]([F:8])=[CH:4][C:3]=1[N+:9]([O-:11])=[O:10].C(=O)([O-])[O-].[Na+].[Na+].O1CCOCC1.[CH3:24][C:25]1(C)[C:29](C)(C)OB(C(C)=C)O1. The catalyst is C1C=CC(P(C2C=CC=CC=2)C2C=CC=CC=2)=CC=1.C1C=CC(P(C2C=CC=CC=2)C2C=CC=CC=2)=CC=1.Cl[Pd]Cl.O. The product is [F:8][C:5]1[CH:6]=[CH:7][C:2]([C:25]([CH3:29])=[CH2:24])=[C:3]([N+:9]([O-:11])=[O:10])[CH:4]=1. The yield is 0.750. (3) The reactants are Cl[C:2]([O:4][C:5]1[CH:10]=[CH:9][C:8]([N+:11]([O-:13])=[O:12])=[CH:7][CH:6]=1)=[O:3].[CH3:14][C:15]1[C:20]([O:21][C:22]2[N:27]=[CH:26][N:25]=[C:24]3[N:28]([CH:31]4[CH2:36][CH2:35][NH:34][CH2:33][CH2:32]4)[N:29]=[CH:30][C:23]=23)=[CH:19][CH:18]=[CH:17][N:16]=1.C(N(C(C)C)CC)(C)C.O. The catalyst is ClCCl. The product is [N+:11]([C:8]1[CH:9]=[CH:10][C:5]([O:4][C:2]([N:34]2[CH2:33][CH2:32][CH:31]([N:28]3[C:24]4=[N:25][CH:26]=[N:27][C:22]([O:21][C:20]5[C:15]([CH3:14])=[N:16][CH:17]=[CH:18][CH:19]=5)=[C:23]4[CH:30]=[N:29]3)[CH2:36][CH2:35]2)=[O:3])=[CH:6][CH:7]=1)([O-:13])=[O:12]. The yield is 0.430. (4) The yield is 0.620. The product is [N:11]1[C:9]([S:10][CH2:17][C:18]2[N:19]=[C:20]3[C:28]4[C:23](=[CH:24][CH:25]=[CH:26][CH:27]=4)[CH2:22][N:21]3[CH:29]=2)=[N:8][N:3]2[CH:2]=[CH:7][CH:6]=[CH:5][C:4]=12. The reactants are N=[C:2]1[CH:7]=[CH:6][CH:5]=[CH:4][N:3]1[NH:8][C:9]([N:11]1C=CN=C1)=[S:10].Cl[CH2:17][C:18]1[N:19]=[C:20]2[C:28]3[C:23](=[CH:24][CH:25]=[CH:26][CH:27]=3)[CH2:22][N:21]2[CH:29]=1. The catalyst is C(O)CC.